From a dataset of Catalyst prediction with 721,799 reactions and 888 catalyst types from USPTO. Predict which catalyst facilitates the given reaction. (1) Reactant: Cl[C:2]1[N:7]=[C:6]([NH:8][C:9]2[CH:10]=[CH:11][C:12]3[O:13][C:14]([CH3:21])([CH3:20])[C:15](=[O:19])[NH:16][C:17]=3[N:18]=2)[C:5]([F:22])=[CH:4][N:3]=1.[CH3:23][O:24][C:25]1[CH:26]=[C:27]([CH:29]=[C:30]([O:34][CH3:35])[C:31]=1[O:32][CH3:33])[NH2:28].O.[OH-].[Na+]. Product: [F:22][C:5]1[C:6]([NH:8][C:9]2[CH:10]=[CH:11][C:12]3[O:13][C:14]([CH3:21])([CH3:20])[C:15](=[O:19])[NH:16][C:17]=3[N:18]=2)=[N:7][C:2]([NH:28][C:27]2[CH:29]=[C:30]([O:34][CH3:35])[C:31]([O:32][CH3:33])=[C:25]([O:24][CH3:23])[CH:26]=2)=[N:3][CH:4]=1. The catalyst class is: 60. (2) Reactant: COC1C=CC(C(Cl)=O)=CC=1.[S:12]1[C:16]2[CH:17]=[CH:18][CH:19]=[CH:20][C:15]=2[N:14]=[CH:13]1.[Al+3].[Cl-].[Cl-].[Cl-].C[Si]([C:29]#[N:30])(C)C. Product: [S:12]1[C:16]2[CH:17]=[CH:18][CH:19]=[CH:20][C:15]=2[NH:14][CH:13]1[C:29]#[N:30]. The catalyst class is: 4. (3) Reactant: [CH2:1]([N:3]1[C:7]2[CH:8]=[CH:9][CH:10]=[CH:11][C:6]=2[NH:5][C:4]1=[O:12])[CH3:2].[Cl:13][CH2:14][CH2:15][C@@H:16]([C:18]1[CH:23]=[CH:22][CH:21]=[CH:20][CH:19]=1)O.C1(P(C2C=CC=CC=2)C2C=CC=CC=2)C=CC=CC=1.CC(OC(/N=N/C(OC(C)C)=O)=O)C. Product: [Cl:13][CH2:14][CH2:15][C@@H:16]([N:5]1[C:6]2[CH:11]=[CH:10][CH:9]=[CH:8][C:7]=2[N:3]([CH2:1][CH3:2])[C:4]1=[O:12])[C:18]1[CH:23]=[CH:22][CH:21]=[CH:20][CH:19]=1. The catalyst class is: 1.